Dataset: Full USPTO retrosynthesis dataset with 1.9M reactions from patents (1976-2016). Task: Predict the reactants needed to synthesize the given product. (1) Given the product [Br:1][C:2]1[CH:3]=[C:4]([C:8]2([CH3:11])[NH:12][C:13](=[O:16])[CH2:14][O:10][CH2:9]2)[CH:5]=[CH:6][CH:7]=1, predict the reactants needed to synthesize it. The reactants are: [Br:1][C:2]1[CH:3]=[C:4]([C:8]([NH:12][C:13](=[O:16])[CH2:14]Cl)([CH3:11])[CH2:9][OH:10])[CH:5]=[CH:6][CH:7]=1.CC(C)([O-])C.[K+]. (2) Given the product [Cl:24][C:23]1[C:15]([CH3:14])=[C:16]2[C:20](=[CH:21][CH:22]=1)[NH:19][C:18](=[O:25])[C:17]2=[CH:7][C:6]1[CH:9]=[CH:10][C:11]([O:12][CH3:13])=[C:4]([CH:1]([CH3:3])[CH3:2])[CH:5]=1, predict the reactants needed to synthesize it. The reactants are: [CH:1]([C:4]1[CH:5]=[C:6]([CH:9]=[CH:10][C:11]=1[O:12][CH3:13])[CH:7]=O)([CH3:3])[CH3:2].[CH3:14][C:15]1[C:23]([Cl:24])=[CH:22][CH:21]=[C:20]2[C:16]=1[CH2:17][C:18](=[O:25])[NH:19]2. (3) The reactants are: [C:1]1([OH:9])[C:2]([CH3:8])=[CH:3][CH:4]=[CH:5][C:6]=1[CH3:7].C([N:12](CC)CC)C.C(Cl)Cl.N#CCl. Given the product [O-:9][C:1]#[N:12].[C:1]1([OH:9])[C:6]([CH3:7])=[CH:5][CH:4]=[CH:3][C:2]=1[CH3:8], predict the reactants needed to synthesize it. (4) Given the product [Cl:1][C:2]1[CH:30]=[C:29]([Cl:31])[CH:28]=[CH:27][C:3]=1[CH2:4][O:5][CH2:6][C@H:7]1[O:11][CH:10]([OH:12])[C@:9]([C:15]#[CH:16])([OH:14])[C@@H:8]1[O:17][CH2:18][C:19]1[CH:24]=[CH:23][C:22]([Cl:25])=[CH:21][C:20]=1[Cl:26], predict the reactants needed to synthesize it. The reactants are: [Cl:1][C:2]1[CH:30]=[C:29]([Cl:31])[CH:28]=[CH:27][C:3]=1[CH2:4][O:5][CH2:6][C@H:7]1[O:11][CH:10]([O:12]C)[C@:9]([C:15]#[CH:16])([OH:14])[C@@H:8]1[O:17][CH2:18][C:19]1[CH:24]=[CH:23][C:22]([Cl:25])=[CH:21][C:20]=1[Cl:26].C(O)(=O)C.S(=O)(=O)(O)O.C1(C)C=CC=CC=1.